Dataset: Forward reaction prediction with 1.9M reactions from USPTO patents (1976-2016). Task: Predict the product of the given reaction. Given the reactants [OH:1][CH:2]([CH2:20][CH2:21][CH2:22]C)[C:3]#[C:4][CH2:5][CH2:6][CH2:7][CH2:8][CH2:9][CH2:10][CH2:11][CH2:12][CH2:13][CH2:14][CH2:15][CH2:16][C:17]([NH2:19])=[O:18].O(C(CCC)C#C)[Si](C(C)(C)C)(C)C.O([C@H](CCCC)C#C)[Si](C(C)(C)C)(C)C, predict the reaction product. The product is: [OH:1][CH:2]([CH2:20][CH2:21][CH3:22])[C:3]#[C:4][CH2:5][CH2:6][CH2:7][CH2:8][CH2:9][CH2:10][CH2:11][CH2:12][CH2:13][CH2:14][CH2:15][CH2:16][C:17]([NH2:19])=[O:18].